Task: Predict which catalyst facilitates the given reaction.. Dataset: Catalyst prediction with 721,799 reactions and 888 catalyst types from USPTO (1) Reactant: [NH2:1][C:2]1[CH:3]=[C:4]([C:8]2([CH2:20][CH3:21])[CH2:13][CH2:12][N:11]([CH2:14][CH2:15][CH2:16][CH2:17][CH2:18][CH3:19])[CH2:10][CH2:9]2)[CH:5]=[CH:6][CH:7]=1.[CH2:22]([S:24](Cl)(=[O:26])=[O:25])[CH3:23]. Product: [NH3:1].[CH2:22]([S:24]([NH:1][C:2]1[CH:3]=[C:4]([C:8]2([CH2:20][CH3:21])[CH2:13][CH2:12][N:11]([CH2:14][CH2:15][CH2:16][CH2:17][CH2:18][CH3:19])[CH2:10][CH2:9]2)[CH:5]=[CH:6][CH:7]=1)(=[O:26])=[O:25])[CH3:23]. The catalyst class is: 17. (2) Reactant: [CH3:1][O:2][C:3]1[CH:10]=[CH:9][C:6]([CH:7]=[O:8])=[C:5]([OH:11])[CH:4]=1.[CH3:12][O:13][CH2:14][CH2:15][O:16][CH2:17]Cl.C(N(C(C)C)CC)(C)C. Product: [CH3:1][O:2][C:3]1[CH:10]=[CH:9][C:6]([CH:7]=[O:8])=[C:5]([O:11][CH2:12][O:13][CH2:14][CH2:15][O:16][CH3:17])[CH:4]=1. The catalyst class is: 4. (3) Reactant: C(N(CC)CC)C.[NH:8]1[CH2:18][CH2:17][CH:11]([C:12]([O:14][CH2:15][CH3:16])=[O:13])[CH2:10][CH2:9]1.Cl[C:20]1[N:21]=[CH:22][C:23]2[CH:29]=[CH:28][CH2:27][N:26]([NH:30][CH2:31][C:32]3[CH:37]=[CH:36][C:35]4[O:38][CH2:39][O:40][C:34]=4[CH:33]=3)[C:24]=2[N:25]=1.O. Product: [CH2:15]([O:14][C:12]([CH:11]1[CH2:10][CH2:9][N:8]([C:20]2[N:21]=[CH:22][C:23]3[CH:29]=[CH:28][CH2:27][N:26]([NH:30][CH2:31][C:32]4[CH:37]=[CH:36][C:35]5[O:38][CH2:39][O:40][C:34]=5[CH:33]=4)[C:24]=3[N:25]=2)[CH2:18][CH2:17]1)=[O:13])[CH3:16]. The catalyst class is: 7. (4) Reactant: [F:1][C:2]([F:14])([F:13])[O:3][C:4]1[CH:5]=[C:6]([CH:10]=[CH:11][CH:12]=1)[CH:7]=[N:8][OH:9].[Cl:15]N1C(=O)CCC1=O. Product: [OH:9][N:8]=[C:7]([Cl:15])[C:6]1[CH:10]=[CH:11][CH:12]=[C:4]([O:3][C:2]([F:13])([F:14])[F:1])[CH:5]=1. The catalyst class is: 9. (5) Reactant: [CH3:1][C:2]1([CH3:9])[O:6][C@@H:5]([CH2:7]O)[CH2:4][O:3]1.[CH3:10][S:11]([O:14][CH2:15][C@H:16]1[CH2:20][O:19][C:18]([CH3:22])([CH3:21])[O:17]1)(=[O:13])=[O:12].[CH2:23]([NH2:30])[C:24]1[CH:29]=[CH:28][CH:27]=[CH:26][CH:25]=1. Product: [CH3:10][S:11]([O:14][CH2:15][C@H:16]1[CH2:20][O:19][C:18]([CH3:22])([CH3:21])[O:17]1)(=[O:12])=[O:13].[CH2:23]([NH:30][CH2:7][C@H:5]1[CH2:4][O:3][C:2]([CH3:1])([CH3:9])[O:6]1)[C:24]1[CH:29]=[CH:28][CH:27]=[CH:26][CH:25]=1. The catalyst class is: 23. (6) Reactant: [C:1]([C:5]1[CH:10]=[C:9]([C:11]([CH3:14])([CH3:13])[CH3:12])[CH:8]=[C:7]([N:15]2[N:19]=[C:18]3[CH:20]=[CH:21][C:22]([Cl:24])=[CH:23][C:17]3=[N:16]2)[C:6]=1[OH:25])([CH3:4])([CH3:3])[CH3:2].CN([Zr:29]([N:36]([CH3:38])[CH3:37])([N:33]([CH3:35])[CH3:34])N(C)C)C. Product: [C:1]([C:5]1[CH:10]=[C:9]([C:11]([CH3:14])([CH3:13])[CH3:12])[CH:8]=[C:7]([N:15]2[N:19]=[C:18]3[CH:20]=[CH:21][C:22]([Cl:24])=[CH:23][C:17]3=[N:16]2)[C:6]=1[O:25][Zr:29]([O:25][C:6]1[C:7]([N:15]2[N:19]=[C:18]3[CH:20]=[CH:21][C:22]([Cl:24])=[CH:23][C:17]3=[N:16]2)=[CH:8][C:9]([C:11]([CH3:14])([CH3:13])[CH3:12])=[CH:10][C:5]=1[C:1]([CH3:2])([CH3:3])[CH3:4])([N:33]([CH3:34])[CH3:35])[N:36]([CH3:37])[CH3:38])([CH3:2])([CH3:3])[CH3:4]. The catalyst class is: 605. (7) Reactant: Cl[C:2]1[N:7]=[C:6]([N:8]([CH3:18])[C:9]2[CH:14]=[CH:13][CH:12]=[C:11]([N+:15]([O-:17])=[O:16])[CH:10]=2)[C:5]([Cl:19])=[CH:4][N:3]=1.[CH3:20][N:21]1[CH2:26][CH2:25][CH:24]([N:27]2[CH:31]=[C:30]([NH2:32])[CH:29]=[N:28]2)[CH2:23][CH2:22]1.FC(F)(F)C(O)=O. Product: [Cl:19][C:5]1[C:6]([N:8]([CH3:18])[C:9]2[CH:14]=[CH:13][CH:12]=[C:11]([N+:15]([O-:17])=[O:16])[CH:10]=2)=[N:7][C:2]([NH:32][C:30]2[CH:29]=[N:28][N:27]([CH:24]3[CH2:25][CH2:26][N:21]([CH3:20])[CH2:22][CH2:23]3)[CH:31]=2)=[N:3][CH:4]=1. The catalyst class is: 868. (8) Reactant: CC1C=CC(S(O[C@H:12]([CH2:16][CH:17]([CH3:22])[CH2:18][CH2:19][CH:20]=[CH2:21])[CH2:13][O:14][CH3:15])(=O)=O)=CC=1.[CH2:23]([O:25][C:26](=[O:42])[CH2:27][N:28]=[C:29]([C:36]1[CH:41]=[CH:40][CH:39]=[CH:38][CH:37]=1)[C:30]1[CH:35]=[CH:34][CH:33]=[CH:32][CH:31]=1)[CH3:24].CC([O-])(C)C.[K+]. Product: [C:30]1([C:29](=[N:28][CH:27]([C@H:12]([CH2:13][O:14][CH3:15])[CH2:16][CH:17]([CH3:22])[CH2:18][CH2:19][CH:20]=[CH2:21])[C:26]([O:25][CH2:23][CH3:24])=[O:42])[C:36]2[CH:41]=[CH:40][CH:39]=[CH:38][CH:37]=2)[CH:31]=[CH:32][CH:33]=[CH:34][CH:35]=1. The catalyst class is: 11.